From a dataset of Forward reaction prediction with 1.9M reactions from USPTO patents (1976-2016). Predict the product of the given reaction. (1) Given the reactants [CH3:1][C:2]1[CH:10]=[CH:9][C:5]([C:6](O)=[O:7])=[CH:4][C:3]=1[B:11]1[O:15][C:14]([CH3:17])([CH3:16])[C:13]([CH3:19])([CH3:18])[O:12]1.CCN(C(C)C)C(C)C.CN(C(ON1N=NC2C=CC=NC1=2)=[N+](C)C)C.F[P-](F)(F)(F)(F)F.[NH2:53][C:54]1[S:55][CH:56]=[CH:57][N:58]=1, predict the reaction product. The product is: [CH3:1][C:2]1[CH:10]=[CH:9][C:5]([C:6]([NH:53][C:54]2[S:55][CH:56]=[CH:57][N:58]=2)=[O:7])=[CH:4][C:3]=1[B:11]1[O:12][C:13]([CH3:19])([CH3:18])[C:14]([CH3:17])([CH3:16])[O:15]1. (2) Given the reactants C(N([CH2:6][CH3:7])CC)C.[C:8](Cl)(=[O:13])[CH:9]=[CH:10][CH2:11][CH3:12], predict the reaction product. The product is: [CH2:8]([OH:13])[CH2:9][CH2:10][CH2:11][CH2:12][CH2:8][CH2:9][CH2:10][CH2:11][CH2:12][CH2:6][CH3:7].